This data is from Reaction yield outcomes from USPTO patents with 853,638 reactions. The task is: Predict the reaction yield, written as a fraction of the theoretical maximum amount of product (1.0 means a 100% yield; for example, 0.34 means a 34% yield). (1) The reactants are [OH:1][C:2]1[CH:3]=[C:4]([CH:9]=[C:10]([O:13][CH3:14])[C:11]=1[OH:12])[C:5]([O:7][CH3:8])=[O:6].[C:15]([O-])([O-])=O.[K+].[K+]. The catalyst is CC(C)=O. The product is [CH3:14][O:13][C:10]1[C:11]2[O:12][CH2:15][O:1][C:2]=2[CH:3]=[C:4]([C:5]([O:7][CH3:8])=[O:6])[CH:9]=1. The yield is 0.800. (2) The reactants are [Cl:1][C:2]1[CH:18]=[C:17]([F:19])[CH:16]=[CH:15][C:3]=1[C:4]([NH:6][C:7]1[CH:12]=[CH:11][C:10]([F:13])=[C:9]([NH2:14])[CH:8]=1)=[O:5].[CH3:20][N:21]1[CH2:26][CH2:25][C:24](=O)[CH2:23][CH2:22]1.C(O)(=O)C.C(O[BH-](OC(=O)C)OC(=O)C)(=O)C.[Na+]. The catalyst is C(OCC)(=O)C.ClCCCl. The product is [ClH:1].[Cl:1][C:2]1[CH:18]=[C:17]([F:19])[CH:16]=[CH:15][C:3]=1[C:4]([NH:6][C:7]1[CH:12]=[CH:11][C:10]([F:13])=[C:9]([NH:14][CH:24]2[CH2:25][CH2:26][N:21]([CH3:20])[CH2:22][CH2:23]2)[CH:8]=1)=[O:5]. The yield is 0.690. (3) The reactants are [C:1]([O-:4])(=[O:3])[CH3:2].[K+].[I-].[K+].Br[CH2:9][CH2:10][CH2:11][C:12]([CH2:14][CH2:15][CH2:16][C:17](=[O:22])[CH2:18][CH2:19][CH2:20]Br)=[O:13]. The catalyst is C(OC(=O)C)(=O)C.CCOC(C)=O. The product is [C:1]([O:4][CH2:9][CH2:10][CH2:11][C:12]([CH2:14][CH2:15][CH2:16][C:17](=[O:22])[CH2:18][CH2:19][CH2:20][O:4][C:1](=[O:3])[CH3:2])=[O:13])(=[O:3])[CH3:2]. The yield is 0.663. (4) The reactants are Br[C:2]1[CH:10]=[C:9]2[C:5]([CH:6]=[N:7][N:8]2[CH2:11][CH3:12])=[C:4]([CH3:13])[CH:3]=1.CC1(C)COB(B2OCC(C)(C)CO2)OC1.CC([O-])=O.[K+].ClCCl.Cl[C:39]1[N:44]=[C:43]([O:45][CH3:46])[C:42]([C@@:47]2([CH3:54])[CH2:52][CH2:51][CH2:50][NH:49][C:48]2=[O:53])=[CH:41][CH:40]=1.C(=O)([O-])[O-].[Na+].[Na+]. The catalyst is O1CCOCC1. The product is [CH2:11]([N:8]1[C:9]2[C:5](=[C:4]([CH3:13])[CH:3]=[C:2]([C:39]3[N:44]=[C:43]([O:45][CH3:46])[C:42]([C@@:47]4([CH3:54])[CH2:52][CH2:51][CH2:50][NH:49][C:48]4=[O:53])=[CH:41][CH:40]=3)[CH:10]=2)[CH:6]=[N:7]1)[CH3:12]. The yield is 0.790. (5) The reactants are [CH2:1]([O:8][C:9]1[C:14](=[O:15])[CH:13]=[C:12]([CH3:16])[O:11][C:10]=1[C:17]([OH:19])=O)[C:2]1[CH:7]=[CH:6][CH:5]=[CH:4][CH:3]=1.C(N1C=CN=C1)(N1C=CN=C1)=O.Cl.[CH:33]1([NH2:37])[CH2:36][CH2:35][CH2:34]1.CCN(CC)CC. The catalyst is CN(C=O)C. The product is [CH2:1]([O:8][C:9]1[C:14](=[O:15])[CH:13]=[C:12]([CH3:16])[O:11][C:10]=1[C:17]([NH:37][CH:33]1[CH2:36][CH2:35][CH2:34]1)=[O:19])[C:2]1[CH:3]=[CH:4][CH:5]=[CH:6][CH:7]=1. The yield is 0.916. (6) The reactants are Br[C:2]1[CH:3]=[C:4]([CH:7]=[O:8])[S:5][CH:6]=1.N#N.[C:11]1([C:17]#[CH:18])[CH:16]=[CH:15][CH:14]=[CH:13][CH:12]=1. The catalyst is C(NC(C)C)(C)C.C1C=CC(C#N)=CC=1.C1C=CC(C#N)=CC=1.Cl[Pd]Cl.[Cu](I)I. The product is [C:11]1([C:17]#[C:18][C:2]2[CH:3]=[C:4]([CH:7]=[O:8])[S:5][CH:6]=2)[CH:16]=[CH:15][CH:14]=[CH:13][CH:12]=1. The yield is 0.880. (7) The reactants are [Cl:1][C:2]1[CH:3]=[C:4]([CH:8]=[CH:9][C:10]=1[C:11]1[CH:20]=[CH:19][C:18]2[C:13](=[CH:14][CH:15]=[C:16]([OH:21])[CH:17]=2)[N:12]=1)[C:5]([NH2:7])=O.C(OC(C(F)(F)F)=O)(C(F)(F)F)=O.CCN(CC)CC. The catalyst is C(Cl)Cl.O. The product is [Cl:1][C:2]1[CH:3]=[C:4]([CH:8]=[CH:9][C:10]=1[C:11]1[CH:20]=[CH:19][C:18]2[C:13](=[CH:14][CH:15]=[C:16]([OH:21])[CH:17]=2)[N:12]=1)[C:5]#[N:7]. The yield is 0.670. (8) The yield is 0.540. The reactants are Cl[C:2]1[CH:7]=[CH:6][N:5]=[C:4]2[CH:8]=[C:9]([C:11]3[N:16]=[CH:15][C:14]([CH2:17][N:18]([CH2:26][CH2:27][O:28][CH3:29])[C:19](=[O:25])[O:20][C:21]([CH3:24])([CH3:23])[CH3:22])=[CH:13][CH:12]=3)[S:10][C:3]=12.Cl.[NH2:31][C:32]1[CH:37]=[CH:36][C:35]([OH:38])=[CH:34][N:33]=1.CC(C)([O-])C.[K+]. The product is [NH2:31][C:32]1[N:33]=[CH:34][C:35]([O:38][C:2]2[CH:7]=[CH:6][N:5]=[C:4]3[CH:8]=[C:9]([C:11]4[N:16]=[CH:15][C:14]([CH2:17][N:18]([CH2:26][CH2:27][O:28][CH3:29])[C:19](=[O:25])[O:20][C:21]([CH3:24])([CH3:23])[CH3:22])=[CH:13][CH:12]=4)[S:10][C:3]=23)=[CH:36][CH:37]=1. The catalyst is CS(C)=O. (9) The reactants are [CH3:1][C:2]1[CH:7]=[C:6]([CH3:8])[CH:5]=[C:4]([CH3:9])[C:3]=1[Mg]Br.O1CCCC1.[CH:17](=[O:24])[C:18]1[CH:23]=[CH:22][CH:21]=[CH:20][CH:19]=1. The catalyst is [Cl-].C([P+](CCCCCC)(CCCCCC)CCCCCCCCCCCCCC)CCCCC. The product is [C:18]1([CH:17]([C:3]2[C:2]([CH3:1])=[CH:7][C:6]([CH3:8])=[CH:5][C:4]=2[CH3:9])[OH:24])[CH:23]=[CH:22][CH:21]=[CH:20][CH:19]=1. The yield is 0.500.